Dataset: Reaction yield outcomes from USPTO patents with 853,638 reactions. Task: Predict the reaction yield, written as a fraction of the theoretical maximum amount of product (1.0 means a 100% yield; for example, 0.34 means a 34% yield). (1) The reactants are C(B1[O:7][C:6]([CH3:9])([CH3:8])[C:5]([CH3:11])(C)[O:4]1)=C.C(=O)([O-])[O-].[Na+].[Na+].[NH2:18][C:19]1[C:20]([CH3:33])=[C:21]([CH3:32])[C:22]2OC(C)(C)[C:24](=O)[C:23]=2[C:30]=1Br. The catalyst is C(OCC)(=O)C.O.COCCOC.C(O)C. The product is [NH2:18][C:19]1[C:20]([CH3:33])=[C:21]([CH3:32])[C:22]2[O:7][C:6]([CH3:8])([CH3:9])[C:5](=[O:4])[C:11]=2[C:30]=1[CH:23]=[CH2:24]. The yield is 0.910. (2) The reactants are [F:1][C:2]([F:11])([F:10])[C:3]1[CH:4]=[C:5]([CH:7]=[CH:8][CH:9]=1)[NH2:6].C(N(CC)CC)C.[Cl-].ClC1N(C)CC[NH+]1C.[CH3:28][O:29][C:30]1[C:31](=[O:54])[C:32]([CH3:53])=[C:33]([CH2:39][C:40]2[CH:41]=[CH:42][C:43]([O:49][C:50](=[O:52])[CH3:51])=[C:44]([CH:48]=2)[C:45](O)=[O:46])[C:34](=[O:38])[C:35]=1[O:36][CH3:37]. The catalyst is C(Cl)Cl. The product is [CH3:28][O:29][C:30]1[C:31](=[O:54])[C:32]([CH3:53])=[C:33]([CH2:39][C:40]2[CH:41]=[CH:42][C:43]([O:49][C:50](=[O:52])[CH3:51])=[C:44]([CH:48]=2)[C:45]([NH:6][C:5]2[CH:7]=[CH:8][CH:9]=[C:3]([C:2]([F:10])([F:11])[F:1])[CH:4]=2)=[O:46])[C:34](=[O:38])[C:35]=1[O:36][CH3:37]. The yield is 0.450. (3) The reactants are [CH3:1][O:2][C:3]([CH:5](P(OC)(OC)=O)[NH:6][C:7]([O:9][CH2:10][C:11]1[CH:16]=[CH:15][CH:14]=[CH:13][CH:12]=1)=[O:8])=[O:4].[C:23]([CH2:27][CH:28]=O)([CH3:26])([CH3:25])[CH3:24].C1CCN2C(=NCCC2)CC1. The catalyst is C1COCC1.C(Cl)Cl. The product is [CH3:1][O:2][C:3](=[O:4])[C:5]([NH:6][C:7]([O:9][CH2:10][C:11]1[CH:12]=[CH:13][CH:14]=[CH:15][CH:16]=1)=[O:8])=[CH:28][CH2:27][C:23]([CH3:26])([CH3:25])[CH3:24]. The yield is 0.940. (4) The reactants are Cl[C:2]1[C:3]2[CH2:17][CH2:16][CH2:15][C:4]=2[N:5]=[C:6]([C:8]2[CH:13]=[CH:12][CH:11]=[C:10]([Cl:14])[CH:9]=2)[N:7]=1.[NH2:18][C:19](=[O:35])[CH:20]([CH2:27][C:28]1[CH:33]=[CH:32][C:31]([NH2:34])=[CH:30][CH:29]=1)[C:21]([O:23][CH:24]([CH3:26])[CH3:25])=[O:22]. No catalyst specified. The product is [NH2:18][C:19](=[O:35])[CH:20]([CH2:27][C:28]1[CH:33]=[CH:32][C:31]([NH:34][C:2]2[C:3]3[CH2:17][CH2:16][CH2:15][C:4]=3[N:5]=[C:6]([C:8]3[CH:13]=[CH:12][CH:11]=[C:10]([Cl:14])[CH:9]=3)[N:7]=2)=[CH:30][CH:29]=1)[C:21]([O:23][CH:24]([CH3:25])[CH3:26])=[O:22]. The yield is 0.780. (5) The reactants are [NH:1]1[C:11]2[C:6](=[CH:7][CH:8]=[CH:9][N:10]=2)[C:4](=O)[C:2]1=[O:3].Cl.[F:13][CH2:14][CH2:15][O:16][NH2:17]. The catalyst is CS(C)=O. The product is [F:13][CH2:14][CH2:15][O:16][N:17]=[C:4]1[C:6]2[C:11](=[N:10][CH:9]=[CH:8][CH:7]=2)[NH:1][C:2]1=[O:3]. The yield is 0.930. (6) The reactants are Br[C:2]1[N:3]=[C:4]([N:7]2[CH2:12][CH2:11][CH:10]([C:13]([O:15][CH2:16][CH3:17])=[O:14])[CH2:9][CH2:8]2)[S:5][CH:6]=1.[Br:18][C:19]1[CH:24]=[CH:23][C:22](B(O)O)=[CH:21][CH:20]=1. The catalyst is CC#N.C([O-])([O-])=O.[Na+].[Na+].CCOC(C)=O.C1C=CC([P]([Pd]([P](C2C=CC=CC=2)(C2C=CC=CC=2)C2C=CC=CC=2)([P](C2C=CC=CC=2)(C2C=CC=CC=2)C2C=CC=CC=2)[P](C2C=CC=CC=2)(C2C=CC=CC=2)C2C=CC=CC=2)(C2C=CC=CC=2)C2C=CC=CC=2)=CC=1. The product is [Br:18][C:19]1[CH:24]=[CH:23][C:22]([C:2]2[N:3]=[C:4]([N:7]3[CH2:12][CH2:11][CH:10]([C:13]([O:15][CH2:16][CH3:17])=[O:14])[CH2:9][CH2:8]3)[S:5][CH:6]=2)=[CH:21][CH:20]=1. The yield is 0.480.